From a dataset of Forward reaction prediction with 1.9M reactions from USPTO patents (1976-2016). Predict the product of the given reaction. (1) Given the reactants [NH2:1][CH2:2][CH2:3][C:4]1[CH:9]=[CH:8][C:7]([C:10]2[CH:15]=[CH:14][C:13]([CH:16]([CH3:25])[CH2:17][NH:18][S:19]([CH:22]([CH3:24])[CH3:23])(=[O:21])=[O:20])=[CH:12][CH:11]=2)=[CH:6][CH:5]=1.[CH3:26][O:27][C:28]1[CH:29]=[C:30]([CH:34]=[CH:35][CH:36]=1)[C:31](Cl)=[O:32], predict the reaction product. The product is: [CH3:26][O:27][C:28]1[CH:29]=[C:30]([CH:34]=[CH:35][CH:36]=1)[C:31]([NH:1][CH2:2][CH2:3][C:4]1[CH:5]=[CH:6][C:7]([C:10]2[CH:15]=[CH:14][C:13]([CH:16]([CH3:25])[CH2:17][NH:18][S:19]([CH:22]([CH3:24])[CH3:23])(=[O:21])=[O:20])=[CH:12][CH:11]=2)=[CH:8][CH:9]=1)=[O:32]. (2) Given the reactants C(OC([N:8]1[C@H:20]([C:21]([OH:23])=[O:22])[CH2:19][C:18]2[C:17]3[C:12](=[CH:13][CH:14]=[CH:15][CH:16]=3)[N:11]([CH2:24][C:25]3[CH:26]=[N:27][C:28]([Cl:31])=[CH:29][CH:30]=3)[C:10]=2[CH2:9]1)=O)(C)(C)C, predict the reaction product. The product is: [Cl:31][C:28]1[N:27]=[CH:26][C:25]([CH2:24][N:11]2[C:12]3[C:17](=[CH:16][CH:15]=[CH:14][CH:13]=3)[C:18]3[CH2:19][C@@H:20]([C:21]([OH:23])=[O:22])[NH:8][CH2:9][C:10]2=3)=[CH:30][CH:29]=1. (3) Given the reactants [OH:1][C:2]1[C:3]([CH3:27])=[C:4]2[C:9]([NH:10][C:11]3[CH:16]=[CH:15][C:14]([O:17][C:18]4[CH:23]=[CH:22][CH:21]=[CH:20][CH:19]=4)=[CH:13][CH:12]=3)=[C:8]([C:24]#[N:25])[CH:7]=[N:6][N:5]2[CH:26]=1.[O:28](S(C(F)(F)F)(=O)=O)[S:29]([C:32]([F:35])([F:34])[F:33])(=O)=[O:30], predict the reaction product. The product is: [C:24]([C:8]1[CH:7]=[N:6][N:5]2[CH:26]=[C:2]([O:1][S:29]([C:32]([F:35])([F:34])[F:33])(=[O:30])=[O:28])[C:3]([CH3:27])=[C:4]2[C:9]=1[NH:10][C:11]1[CH:12]=[CH:13][C:14]([O:17][C:18]2[CH:23]=[CH:22][CH:21]=[CH:20][CH:19]=2)=[CH:15][CH:16]=1)#[N:25]. (4) Given the reactants [C:1](#[N:5])[CH:2]([CH3:4])[CH3:3].[Li+].C[Si]([N-][Si](C)(C)C)(C)C.[CH:16]1(/[CH:19]=[N:20]/[S:21]([C:23]([CH3:26])([CH3:25])[CH3:24])=[O:22])[CH2:18][CH2:17]1, predict the reaction product. The product is: [C:1]([C:2]([CH3:4])([CH3:3])[CH:19]([NH:20][S:21]([C:23]([CH3:26])([CH3:25])[CH3:24])=[O:22])[CH:16]1[CH2:17][CH2:18]1)#[N:5]. (5) Given the reactants [CH3:1][C:2]1[CH:3]=[C:4]([CH:8]=[C:9]([C:11]2[O:19][C:18]3[C:13](=[N:14][CH:15]=[CH:16][C:17]=3[C:20]3[CH:25]=[CH:24][CH:23]=[CH:22][CH:21]=3)[CH:12]=2)[CH:10]=1)[C:5](O)=[O:6].Cl.CN(C)CCCN=C=NCC.CN1CCOCC1.[NH2:45][C:46]([CH3:50])([CH3:49])[CH2:47][OH:48], predict the reaction product. The product is: [OH:48][CH2:47][C:46]([NH:45][C:5](=[O:6])[C:4]1[CH:8]=[C:9]([C:11]2[O:19][C:18]3[C:13](=[N:14][CH:15]=[CH:16][C:17]=3[C:20]3[CH:21]=[CH:22][CH:23]=[CH:24][CH:25]=3)[CH:12]=2)[CH:10]=[C:2]([CH3:1])[CH:3]=1)([CH3:50])[CH3:49]. (6) Given the reactants Cl[C:2]1[C:11]2[C:6](=[CH:7][CH:8]=[C:9]([Cl:12])[N:10]=2)[N:5]=[CH:4][C:3]=1[C:13](=[O:15])[CH3:14].[NH2:16][C@H:17]1[CH2:22][CH2:21][C@H:20]([NH:23][C:24](=[O:30])[O:25][C:26]([CH3:29])([CH3:28])[CH3:27])[CH2:19][CH2:18]1, predict the reaction product. The product is: [C:13]([C:3]1[CH:4]=[N:5][C:6]2[C:11]([C:2]=1[NH:16][C@H:17]1[CH2:22][CH2:21][C@H:20]([NH:23][C:24](=[O:30])[O:25][C:26]([CH3:28])([CH3:27])[CH3:29])[CH2:19][CH2:18]1)=[N:10][C:9]([Cl:12])=[CH:8][CH:7]=2)(=[O:15])[CH3:14]. (7) Given the reactants [H-].[Na+].Cl[CH2:4][CH2:5][S:6](Cl)(=[O:8])=[O:7].[F:10][C:11]([C:14]1[CH:15]=[C:16]([CH:31]=[CH:32][CH:33]=1)[O:17][C:18]1[CH:23]=[CH:22][C:21]([C:24]2[C:25]([NH2:30])=[N:26][CH:27]=[CH:28][CH:29]=2)=[CH:20][CH:19]=1)([F:13])[CH3:12], predict the reaction product. The product is: [F:10][C:11]([C:14]1[CH:15]=[C:16]([CH:31]=[CH:32][CH:33]=1)[O:17][C:18]1[CH:19]=[CH:20][C:21]([C:24]2[C:25]3=[N:30][S:6](=[O:8])(=[O:7])[CH2:5][CH2:4][N:26]3[CH:27]=[CH:28][CH:29]=2)=[CH:22][CH:23]=1)([F:13])[CH3:12]. (8) Given the reactants Cl[C:2]1[N:6]([CH3:7])[C:5]2[C:8]([CH:14]([CH2:17][CH3:18])[CH2:15][CH3:16])=[CH:9][CH:10]=[C:11]([O:12][CH3:13])[C:4]=2[N:3]=1.[Cl:19][C:20]1[CH:25]=[C:24]([N:26]([CH3:28])[CH3:27])[CH:23]=[C:22]([CH2:29][N:30]2[CH2:34][CH2:33][CH2:32][CH2:31]2)[C:21]=1[OH:35].C(=O)([O-])[O-].[K+].[K+].CN1CCCC1=O, predict the reaction product. The product is: [Cl:19][C:20]1[CH:25]=[C:24]([CH:23]=[C:22]([CH2:29][N:30]2[CH2:34][CH2:33][CH2:32][CH2:31]2)[C:21]=1[O:35][C:2]1[N:6]([CH3:7])[C:5]2[C:8]([CH:14]([CH2:17][CH3:18])[CH2:15][CH3:16])=[CH:9][CH:10]=[C:11]([O:12][CH3:13])[C:4]=2[N:3]=1)[N:26]([CH3:28])[CH3:27]. (9) Given the reactants [C:1]([C:5]1[CH:6]=[C:7]([Li])[C:8]2[CH2:9][C:10]3[C:15]([C:16]=2[CH:17]=1)=[CH:14][C:13]([C:18]([CH3:21])([CH3:20])[CH3:19])=[CH:12][CH:11]=3)([CH3:4])([CH3:3])[CH3:2].[C:31]([C:30]1[CH:38]=[CH:29][C:30]2[CH2:31]C3C([C:38]=2[CH:29]=1)=[CH:38][C:30]([C:31](C)(C)C)=[CH:29]C=3)(C)(C)C.[CH2:44]([Li])[CH2:45][CH2:46][CH3:47].[CH2:49]1[CH2:53]OC[CH2:50]1, predict the reaction product. The product is: [C:1]([C:5]1[CH:6]=[CH:7][C:8]2[CH:9]([CH2:47][C:46]3[C:49]([CH3:53])=[CH:50][CH:44]([C:30]([CH3:31])([CH3:38])[CH3:29])[CH:45]=3)[C:10]3[C:15]([C:16]=2[CH:17]=1)=[CH:14][C:13]([C:18]([CH3:21])([CH3:20])[CH3:19])=[CH:12][CH:11]=3)([CH3:4])([CH3:3])[CH3:2]. (10) Given the reactants [F:1][P-:2]([F:7])([F:6])([F:5])([F:4])[F:3].[H+].[NH:9]1[CH:13]=[CH:12][N:11]=[CH:10]1.N1C2C=CC=CC=2NC=1, predict the reaction product. The product is: [F:1][P-:2]([F:7])([F:6])([F:5])([F:4])[F:3].[NH+:9]1[CH:13]=[CH:12][NH:11][CH:10]=1.